This data is from Catalyst prediction with 721,799 reactions and 888 catalyst types from USPTO. The task is: Predict which catalyst facilitates the given reaction. (1) Reactant: O[C:2]1[N:6]([C:7]2[CH:12]=[CH:11][C:10]([S:13]([CH3:16])(=[O:15])=[O:14])=[CH:9][CH:8]=2)[N:5]=[C:4]([C:17]2[CH:26]=[CH:25][C:20]([C:21]([O:23][CH3:24])=[O:22])=[CH:19][CH:18]=2)[CH:3]=1.P(Br)(Br)[Br:28].C(=O)(O)[O-].[Na+]. Product: [Br:28][C:2]1[N:6]([C:7]2[CH:12]=[CH:11][C:10]([S:13]([CH3:16])(=[O:15])=[O:14])=[CH:9][CH:8]=2)[N:5]=[C:4]([C:17]2[CH:26]=[CH:25][C:20]([C:21]([O:23][CH3:24])=[O:22])=[CH:19][CH:18]=2)[CH:3]=1. The catalyst class is: 10. (2) Reactant: C(OC(=O)[NH:10][C@H:11]1[CH2:14][NH:13][C:12]1=[O:15])C1C=CC=CC=1.C1CCC=CC=1.[CH3:23][C:24]([OH:26])=[O:25].C1COCC1. Product: [C:24]([O-:26])(=[O:25])[CH3:23].[O:15]=[C:12]1[C@@H:11]([NH3+:10])[CH2:14][NH:13]1. The catalyst class is: 579. (3) Reactant: [NH2:1][C@@H:2]([CH2:9][S:10][C:11]1[CH:16]=[CH:15][CH:14]=[CH:13][CH:12]=1)[CH2:3][C:4]([N:6]([CH3:8])[CH3:7])=O.CO.Cl. Product: [NH2:1][C@@H:2]([CH2:9][S:10][C:11]1[CH:12]=[CH:13][CH:14]=[CH:15][CH:16]=1)[CH2:3][CH2:4][N:6]([CH3:8])[CH3:7]. The catalyst class is: 1. (4) Reactant: Cl[C:2]1[CH:7]=[C:6]([Cl:8])[N:5]=[C:4]([C:9]2[CH:14]=[CH:13][C:12]([F:15])=[CH:11][CH:10]=2)[N:3]=1.[F:16][C:17]([F:27])([F:26])[O:18][C:19]1[CH:25]=[CH:24][C:22]([NH2:23])=[CH:21][CH:20]=1.C(N(CC)CC)C. Product: [Cl:8][C:6]1[N:5]=[C:4]([C:9]2[CH:14]=[CH:13][C:12]([F:15])=[CH:11][CH:10]=2)[N:3]=[C:2]([NH:23][C:22]2[CH:24]=[CH:25][C:19]([O:18][C:17]([F:16])([F:26])[F:27])=[CH:20][CH:21]=2)[CH:7]=1. The catalyst class is: 51.